The task is: Predict the reactants needed to synthesize the given product.. This data is from Full USPTO retrosynthesis dataset with 1.9M reactions from patents (1976-2016). (1) Given the product [CH2:1]([NH:8][CH2:9][C:11]1([CH3:25])[C:24]2[CH:23]=[CH:22][CH:21]=[CH:20][C:19]=2[O:18][C:17]2[C:12]1=[CH:13][CH:14]=[CH:15][CH:16]=2)[C:2]1[CH:3]=[CH:4][CH:5]=[CH:6][CH:7]=1, predict the reactants needed to synthesize it. The reactants are: [CH2:1]([NH:8][C:9]([C:11]1([CH3:25])[C:24]2[CH:23]=[CH:22][CH:21]=[CH:20][C:19]=2[O:18][C:17]2[C:12]1=[CH:13][CH:14]=[CH:15][CH:16]=2)=O)[C:2]1[CH:7]=[CH:6][CH:5]=[CH:4][CH:3]=1. (2) The reactants are: C(N1C=CN=C1)(N1C=CN=C1)=O.[CH:13]1([CH2:16][C:17]([OH:19])=O)[CH2:15][CH2:14]1.C(=O)=O.[CH3:23][N:24]([CH3:40])[C:25]1([C:35]2[S:36][CH:37]=[CH:38][CH:39]=2)[CH2:34][CH2:33][C:28]2([CH2:32][CH2:31][NH:30][CH2:29]2)[CH2:27][CH2:26]1. Given the product [CH:13]1([CH2:16][C:17]([N:30]2[CH2:29][C:28]3([CH2:33][CH2:34][C:25]([N:24]([CH3:40])[CH3:23])([C:35]4[S:36][CH:37]=[CH:38][CH:39]=4)[CH2:26][CH2:27]3)[CH2:32][CH2:31]2)=[O:19])[CH2:14][CH2:15]1, predict the reactants needed to synthesize it. (3) Given the product [F:18][C:7]1[CH:6]=[CH:5][C:4]2[C:3](=[CH:2][C:27]3[CH:36]=[CH:35][C:30]4[NH:31][C:32](=[O:34])[NH:33][C:29]=4[CH:28]=3)[C:16]3[C:11]([S:10][C:9]=2[CH:8]=1)=[CH:12][C:13]([F:17])=[CH:14][CH:15]=3, predict the reactants needed to synthesize it. The reactants are: Br[CH:2]=[C:3]1[C:16]2[CH:15]=[CH:14][C:13]([F:17])=[CH:12][C:11]=2[S:10][C:9]2[C:4]1=[CH:5][CH:6]=[C:7]([F:18])[CH:8]=2.CC1(C)C(C)(C)OB([C:27]2[CH:36]=[CH:35][C:30]3[NH:31][C:32](=[O:34])[NH:33][C:29]=3[CH:28]=2)O1.C([O-])([O-])=O.[Na+].[Na+]. (4) Given the product [NH2:1][C:2]1[CH:6]=[C:5]([C:7]2[CH:8]=[CH:9][C:10]([Cl:13])=[CH:11][CH:12]=2)[S:4][C:3]=1[C:14]([NH:50][C:51]1[CH:56]=[CH:55][C:54]([N:57]2[CH2:61][CH2:60][C@@H:59]([OH:62])[CH2:58]2)=[C:53]([O:63][CH3:64])[CH:52]=1)=[O:16], predict the reactants needed to synthesize it. The reactants are: [NH2:1][C:2]1[CH:6]=[C:5]([C:7]2[CH:12]=[CH:11][C:10]([Cl:13])=[CH:9][CH:8]=2)[S:4][C:3]=1[C:14]([OH:16])=O.CN(C(ON1N=NC2C=CC=NC1=2)=[N+](C)C)C.F[P-](F)(F)(F)(F)F.CCN(C(C)C)C(C)C.[NH2:50][C:51]1[CH:56]=[CH:55][C:54]([N:57]2[CH2:61][CH2:60][C@@H:59]([OH:62])[CH2:58]2)=[C:53]([O:63][CH3:64])[CH:52]=1.C([O-])(O)=O.[Na+]. (5) Given the product [CH2:36]([O:35][CH2:34][C:20]1[N:21]([CH2:22][CH2:23][CH2:24][CH2:25][NH:26][C:27](=[O:33])[O:28][C:29]([CH3:32])([CH3:31])[CH3:30])[C:13]2[C:12]3[CH:11]=[CH:10][C:9]([OH:8])=[CH:18][C:17]=3[N:16]=[CH:15][C:14]=2[N:19]=1)[CH3:37], predict the reactants needed to synthesize it. The reactants are: C([O:8][C:9]1[CH:10]=[CH:11][C:12]2[C:13]3[N:21]([CH2:22][CH2:23][CH2:24][CH2:25][NH:26][C:27](=[O:33])[O:28][C:29]([CH3:32])([CH3:31])[CH3:30])[C:20]([CH2:34][O:35][CH2:36][CH3:37])=[N:19][C:14]=3[CH:15]=[N:16][C:17]=2[CH:18]=1)C1C=CC=CC=1.